Dataset: Catalyst prediction with 721,799 reactions and 888 catalyst types from USPTO. Task: Predict which catalyst facilitates the given reaction. (1) Reactant: [CH3:1][O:2][C:3]1[CH:8]=[CH:7][C:6]([CH:9]([CH:12]=O)[CH:10]=[O:11])=[CH:5][CH:4]=1.Cl.[NH2:15]O. Product: [CH3:1][O:2][C:3]1[CH:8]=[CH:7][C:6]([C:9]2[CH:12]=[N:15][O:11][CH:10]=2)=[CH:5][CH:4]=1. The catalyst class is: 8. (2) The catalyst class is: 17. Product: [F:26][C:23]1[CH:24]=[CH:25][C:20]([CH:18]2[C:9]3[C:8](=[C:17]4[C:12](=[CH:11][CH:10]=3)[CH2:13][CH2:14][CH2:15][NH:16]4)[NH:7][S:3](=[O:5])(=[O:4])[N:2]2[CH3:1])=[CH:21][CH:22]=1. Reactant: [CH3:1][NH:2][S:3](Cl)(=[O:5])=[O:4].[NH2:7][C:8]1[C:9]([C:18]([C:20]2[CH:25]=[CH:24][C:23]([F:26])=[CH:22][CH:21]=2)=O)=[CH:10][CH:11]=[C:12]2[C:17]=1[N:16]=[CH:15][CH:14]=[CH:13]2.[BH4-].[Na+]. (3) Reactant: [Cl:1][C:2]1[CH:10]=[CH:9][C:5]([C:6]([OH:8])=O)=[CH:4][N:3]=1.C[N:12](C(ON1N=NC2C=CC=NC1=2)=[N+](C)C)C.F[P-](F)(F)(F)(F)F.C(N(CC)CC)C.[CH2:42](N)[C:43]1[CH:48]=[CH:47][CH:46]=[CH:45][CH:44]=1. Product: [CH2:42]([C:4]1[N:3]=[C:2]([Cl:1])[CH:10]=[CH:9][C:5]=1[C:6]([NH2:12])=[O:8])[C:43]1[CH:48]=[CH:47][CH:46]=[CH:45][CH:44]=1. The catalyst class is: 3. (4) Reactant: [NH:1]1[C:9]2[C:4](=[CH:5][C:6]([C:10]3[C:18]4[C:13](=[N:14][CH:15]=[C:16]([C:19]5[CH:38]=[CH:37][C:22]([CH2:23][N:24]6[CH2:29][CH2:28][N:27](C(OC(C)(C)C)=O)[CH2:26][CH2:25]6)=[CH:21][CH:20]=5)[CH:17]=4)[NH:12][CH:11]=3)=[CH:7][CH:8]=2)[CH:3]=[CH:2]1.C(O)(C(F)(F)F)=O. Product: [NH:1]1[C:9]2[C:4](=[CH:5][C:6]([C:10]3[C:18]4[C:13](=[N:14][CH:15]=[C:16]([C:19]5[CH:38]=[CH:37][C:22]([CH2:23][N:24]6[CH2:29][CH2:28][NH:27][CH2:26][CH2:25]6)=[CH:21][CH:20]=5)[CH:17]=4)[NH:12][CH:11]=3)=[CH:7][CH:8]=2)[CH:3]=[CH:2]1. The catalyst class is: 4. (5) Reactant: C[O:2][CH:3]([O:17]C)[CH2:4][CH2:5][CH2:6][O:7][CH2:8][CH2:9][CH2:10][CH2:11][CH2:12][CH2:13][CH2:14][CH2:15][CH3:16].CC(C)=O.OS(O)(=O)=O.O=[Cr](=O)=O.C(O)(C)C.[OH-].[Na+]. Product: [CH2:8]([O:7][CH2:6][CH2:5][CH2:4][C:3]([OH:17])=[O:2])[CH2:9][CH2:10][CH2:11][CH2:12][CH2:13][CH2:14][CH2:15][CH3:16]. The catalyst class is: 21. (6) Reactant: [Cl:1][C:2]1[C:3]([CH3:18])=[C:4]([NH:10][C@H:11]([C@@H:15]([OH:17])[CH3:16])[C:12]([OH:14])=O)[CH:5]=[CH:6][C:7]=1[C:8]#[N:9].[Br:19][C:20]1[CH:29]=[CH:28][C:23]([C:24]([NH:26][NH2:27])=[O:25])=[CH:22][CH:21]=1.O.ON1C2C=CC=CC=2N=N1.Cl.CN(C)CCCN=C=NCC.CCN(CC)CC. Product: [Br:19][C:20]1[CH:29]=[CH:28][C:23]([C:24]([NH:26][NH:27][C:12](=[O:14])[C@H:11]([NH:10][C:4]2[CH:5]=[CH:6][C:7]([C:8]#[N:9])=[C:2]([Cl:1])[C:3]=2[CH3:18])[C@@H:15]([OH:17])[CH3:16])=[O:25])=[CH:22][CH:21]=1. The catalyst class is: 1. (7) Product: [C:25]([O:28][CH:29]([O:16][C:15]([C:14]1[C:8]2[O:7][B:6]([OH:18])[C@@H:5]([NH:4][C:1](=[O:3])[CH3:2])[CH2:10][C:9]=2[CH:11]=[CH:12][CH:13]=1)=[O:17])[CH3:30])(=[O:27])[CH3:26]. The catalyst class is: 21. Reactant: [C:1]([NH:4][CH:5]1[CH2:10][C:9]2[CH:11]=[CH:12][CH:13]=[C:14]([C:15]([OH:17])=[O:16])[C:8]=2[O:7][B:6]1[OH:18])(=[O:3])[CH3:2].C(=O)([O-])[O-].[K+].[K+].[C:25]([O:28][CH2:29][CH2:30]Br)(=[O:27])[CH3:26].[I-].[Na+].